This data is from Forward reaction prediction with 1.9M reactions from USPTO patents (1976-2016). The task is: Predict the product of the given reaction. (1) Given the reactants [CH2:1]=[C:2]1[CH2:11][CH2:10][C:5]2([O:9]CCO2)[CH2:4][CH2:3]1.[Cl:12][C:13]1[CH:14]=[C:15]([C:19]#[C:20][C:21]2[CH2:25]C3(CCC(=O)CC3)O[N:22]=2)[CH:16]=[CH:17][CH:18]=1, predict the reaction product. The product is: [Cl:12][C:13]1[CH:14]=[C:15]([C:19]#[C:20][C:21]2[CH2:25][C:5]3([CH2:4][CH2:3][C:2](=[CH2:1])[CH2:11][CH2:10]3)[O:9][N:22]=2)[CH:16]=[CH:17][CH:18]=1. (2) The product is: [CH:1]1([C:4]([NH:6][C:7]2[C:8](=[O:9])[CH2:10][CH2:11][CH2:12][C:13]=2[OH:14])=[O:5])[CH2:3][CH2:2]1. Given the reactants [CH:1]1([C:4]([NH:6][C:7]2[C:13]([OH:14])=[CH:12][CH:11]=[CH:10][C:8]=2[OH:9])=[O:5])[CH2:3][CH2:2]1.Cl, predict the reaction product. (3) Given the reactants C(O[C:6](=O)[N:7]([C:9]1[CH:14]=[CH:13][C:12]([C:15]#[C:16][CH2:17][CH2:18][CH2:19][N:20]([CH3:22])[CH3:21])=[CH:11][CH:10]=1)C)(C)(C)C.C(O)(C(F)(F)F)=O, predict the reaction product. The product is: [CH3:22][N:20]([CH3:21])[CH2:19][CH2:18][CH2:17][C:16]#[C:15][C:12]1[CH:11]=[CH:10][C:9]([NH:7][CH3:6])=[CH:14][CH:13]=1. (4) Given the reactants [NH2:1][CH2:2][CH2:3][CH2:4][CH2:5][CH2:6][OH:7].Cl[C:9]1[C:22]2[C:21](=[O:23])[C:20]3[C:15](=[CH:16][CH:17]=[CH:18][CH:19]=3)[C:14](=[O:24])[C:13]=2[CH:12]=[CH:11][CH:10]=1, predict the reaction product. The product is: [OH:7][CH2:6][CH2:5][CH2:4][CH2:3][CH2:2][NH:1][C:16]1[C:15]2[C:14](=[O:24])[C:13]3[C:22](=[CH:9][CH:10]=[CH:11][CH:12]=3)[C:21](=[O:23])[C:20]=2[CH:19]=[CH:18][CH:17]=1. (5) Given the reactants [CH2:1]([O:8][C:9]1[C:14]([F:15])=[CH:13][C:12]([C:16]2[N:21]=[CH:20][C:19]3[C:22]([I:31])=[N:23][N:24]([CH:25]4[CH2:30][CH2:29][CH2:28][CH2:27][O:26]4)[C:18]=3[CH:17]=2)=[C:11]([CH2:32][C:33]([F:36])([F:35])[F:34])[CH:10]=1)[C:2]1[CH:7]=[CH:6][CH:5]=[CH:4][CH:3]=1.C1C=C(Cl)C=C(C(OO)=[O:45])C=1, predict the reaction product. The product is: [CH2:1]([O:8][C:9]1[C:14]([F:15])=[CH:13][C:12]([C:16]2[N+:21]([O-:45])=[CH:20][C:19]3[C:22]([I:31])=[N:23][N:24]([CH:25]4[CH2:30][CH2:29][CH2:28][CH2:27][O:26]4)[C:18]=3[CH:17]=2)=[C:11]([CH2:32][C:33]([F:35])([F:36])[F:34])[CH:10]=1)[C:2]1[CH:7]=[CH:6][CH:5]=[CH:4][CH:3]=1. (6) Given the reactants BrC[CH2:3][C:4]1[CH:13]=[CH:12][C:11]([Cl:14])=[CH:10][C:5]=1[C:6]([O:8][CH3:9])=[O:7].[F:15][C:16]1[CH:21]=[CH:20][CH:19]=[CH:18][C:17]=1[OH:22], predict the reaction product. The product is: [Cl:14][C:11]1[CH:12]=[CH:13][C:4]([CH2:3][O:22][C:17]2[CH:18]=[CH:19][CH:20]=[CH:21][C:16]=2[F:15])=[C:5]([CH:10]=1)[C:6]([O:8][CH3:9])=[O:7].